Dataset: Catalyst prediction with 721,799 reactions and 888 catalyst types from USPTO. Task: Predict which catalyst facilitates the given reaction. (1) Reactant: [H-].[Na+].[F:3][C:4]1[CH:9]=[CH:8][C:7]([NH:10][C:11](=[O:13])[CH3:12])=[CH:6][C:5]=1[N+:14]([O-:16])=[O:15].I[CH2:18][CH3:19]. Product: [CH2:18]([N:10]([C:7]1[CH:8]=[CH:9][C:4]([F:3])=[C:5]([N+:14]([O-:16])=[O:15])[CH:6]=1)[C:11](=[O:13])[CH3:12])[CH3:19]. The catalyst class is: 1. (2) Reactant: [Br:1][C:2]1[CH:3]=[C:4]([NH:10][C:11]2[N:12]=[CH:13][N:14]([CH:16]3[CH2:21][CH2:20][N:19](C(OC(C)(C)C)=O)[CH2:18][CH2:17]3)[CH:15]=2)[C:5](=[O:9])[N:6]([CH3:8])[CH:7]=1. Product: [Br:1][C:2]1[CH:3]=[C:4]([NH:10][C:11]2[N:12]=[CH:13][N:14]([CH:16]3[CH2:21][CH2:20][NH:19][CH2:18][CH2:17]3)[CH:15]=2)[C:5](=[O:9])[N:6]([CH3:8])[CH:7]=1. The catalyst class is: 55. (3) Reactant: [Cr](Cl)([O-])(=O)=[O:2].[NH+]1C=CC=CC=1.[F:12][C:13]1[CH:18]=[CH:17][C:16]([C:19]([CH2:37][OH:38])=[CH:20][C:21]2[CH:26]=[CH:25]C(C3C=C(C=CC=3)C(OC)=O)=[CH:23][CH:22]=2)=[CH:15][CH:14]=1.[CH2:39]([O:41][CH2:42][CH3:43])C. Product: [F:12][C:13]1[CH:14]=[CH:15][C:16]([C:19]([CH:37]=[O:38])=[CH:20][C:21]2[CH:26]=[CH:25][C:43]([C:42]([O:41][CH3:39])=[O:2])=[CH:23][CH:22]=2)=[CH:17][CH:18]=1. The catalyst class is: 4. (4) Product: [Br:1][C:2]1[C:3]([CH3:20])=[C:4]([N:8]2[CH:17]([OH:18])[CH2:16][C:15]3[C:10](=[CH:11][CH:12]=[CH:13][CH:14]=3)[C:9]2=[O:19])[CH:5]=[CH:6][CH:7]=1. Reactant: [Br:1][C:2]1[C:3]([CH3:20])=[C:4]([N:8]2[C:17](=[O:18])[CH2:16][C:15]3[C:10](=[CH:11][CH:12]=[CH:13][CH:14]=3)[C:9]2=[O:19])[CH:5]=[CH:6][CH:7]=1.[BH4-].[Na+]. The catalyst class is: 5. (5) Reactant: [F:1][C:2]1[CH:11]=[CH:10][CH:9]=[C:8]2[C:3]=1[C:4](=[O:17])[C:5]([C:12]([O:14]CC)=[O:13])=[CH:6][NH:7]2.C(=O)([O-])[O-].[K+].[K+].[I-].[K+].Br[CH2:27][C:28]1[CH:37]=[CH:36][C:35]2[C:30](=[CH:31][CH:32]=[C:33]([F:38])[CH:34]=2)[CH:29]=1.[OH-].[Li+].Cl. Product: [F:1][C:2]1[CH:11]=[CH:10][CH:9]=[C:8]2[C:3]=1[C:4](=[O:17])[C:5]([C:12]([OH:14])=[O:13])=[CH:6][N:7]2[CH2:27][C:28]1[CH:37]=[CH:36][C:35]2[C:30](=[CH:31][CH:32]=[C:33]([F:38])[CH:34]=2)[CH:29]=1. The catalyst class is: 3.